Dataset: Reaction yield outcomes from USPTO patents with 853,638 reactions. Task: Predict the reaction yield, written as a fraction of the theoretical maximum amount of product (1.0 means a 100% yield; for example, 0.34 means a 34% yield). (1) The reactants are [F:1][C:2]1[C:7]([NH2:8])=[C:6]([F:9])[C:5]([F:10])=[CH:4][C:3]=1[NH2:11].C(Cl)Cl.N1C=CC=CC=1.[CH2:21]([S:24](Cl)(=[O:26])=[O:25])[CH2:22][CH3:23]. No catalyst specified. The product is [NH2:8][C:7]1[C:2]([F:1])=[C:3]([NH:11][S:24]([CH2:21][CH2:22][CH3:23])(=[O:26])=[O:25])[CH:4]=[C:5]([F:10])[C:6]=1[F:9]. The yield is 0.836. (2) The reactants are [CH2:1]([N:8]([C:18]1[CH:23]=[CH:22][CH:21]=[C:20](Br)[CH:19]=1)[S:9]([C:12]1[CH:17]=[CH:16][CH:15]=[CH:14][CH:13]=1)(=[O:11])=[O:10])[C:2]1[CH:7]=[CH:6][CH:5]=[CH:4][CH:3]=1.[NH:25]1[CH2:30][CH2:29][O:28][CH2:27][CH2:26]1.C1(P(C2CCCCC2)C2C=CC=CC=2C2C(OC)=CC=CC=2OC)CCCCC1.CC(C)([O-])C.[Na+]. The catalyst is O1CCOCC1.C([O-])(=O)C.[Pd+2].C([O-])(=O)C. The product is [CH2:1]([N:8]([C:18]1[CH:23]=[CH:22][CH:21]=[C:20]([N:25]2[CH2:30][CH2:29][O:28][CH2:27][CH2:26]2)[CH:19]=1)[S:9]([C:12]1[CH:17]=[CH:16][CH:15]=[CH:14][CH:13]=1)(=[O:11])=[O:10])[C:2]1[CH:7]=[CH:6][CH:5]=[CH:4][CH:3]=1. The yield is 0.710. (3) The catalyst is C(Cl)Cl. The reactants are C(O)(C(F)(F)F)=O.[NH2:8][C:9](=[O:47])[CH:10]([C:12]1[CH:46]=[CH:45][CH:44]=[CH:43][C:13]=1[CH2:14][CH2:15][C:16]1[C:21]([Cl:22])=[CH:20][N:19]=[C:18]([NH:23][C:24]2[CH:25]=[CH:26][C:27]([CH:30]3[CH2:35][CH2:34][N:33](C(OC(C)(C)C)=O)[CH2:32][CH2:31]3)=[N:28][CH:29]=2)[N:17]=1)[CH3:11]. The yield is 0.820. The product is [Cl:22][C:21]1[C:16]([CH2:15][CH2:14][C:13]2[CH:43]=[CH:44][CH:45]=[CH:46][C:12]=2[CH:10]([CH3:11])[C:9]([NH2:8])=[O:47])=[N:17][C:18]([NH:23][C:24]2[CH:29]=[N:28][C:27]([CH:30]3[CH2:35][CH2:34][NH:33][CH2:32][CH2:31]3)=[CH:26][CH:25]=2)=[N:19][CH:20]=1.